This data is from Forward reaction prediction with 1.9M reactions from USPTO patents (1976-2016). The task is: Predict the product of the given reaction. (1) Given the reactants [NH:1]1[C:9]2[C:4](=[CH:5][CH:6]=[CH:7][CH:8]=2)[CH2:3][C:2]1=[O:10].[N+:11]([O-])([OH:13])=[O:12], predict the reaction product. The product is: [N+:11]([C:6]1[CH:5]=[C:4]2[C:9](=[CH:8][CH:7]=1)[NH:1][C:2](=[O:10])[CH2:3]2)([O-:13])=[O:12]. (2) Given the reactants [NH2:1][C:2]12[CH2:9][CH2:8][C:5]([CH2:10][OH:11])([CH2:6][CH2:7]1)[CH2:4][CH2:3]2.Br[CH2:13][C:14]([N:16]1[CH2:20][C@@H:19]([F:21])[CH2:18][C@H:17]1[C:22]#[N:23])=[O:15], predict the reaction product. The product is: [OH:11][CH2:10][C:5]12[CH2:8][CH2:9][C:2]([NH:1][CH2:13][C:14]([N:16]3[CH2:20][C@@H:19]([F:21])[CH2:18][C@H:17]3[C:22]#[N:23])=[O:15])([CH2:3][CH2:4]1)[CH2:7][CH2:6]2. (3) Given the reactants [N:1]1[C:10]2[C:5](=[CH:6][CH:7]=[CH:8][CH:9]=2)[CH:4]=[CH:3][C:2]=1[CH2:11][O:12][C:13]1[CH:18]=[CH:17][C:16]([CH2:19][CH2:20][N:21]2[CH2:26][CH2:25][C:24](=[C:27]3[C:33]4[CH:34]=[CH:35][CH:36]=[CH:37][C:32]=4[CH2:31][CH2:30][N:29]4[C:38]([CH:41]=O)=[CH:39][N:40]=[C:28]34)[CH2:23][CH2:22]2)=[CH:15][CH:14]=1.CSCS(C)=[O:47].C1[CH2:53][O:52][CH2:51]C1, predict the reaction product. The product is: [N:1]1[C:10]2[C:5](=[CH:6][CH:7]=[CH:8][CH:9]=2)[CH:4]=[CH:3][C:2]=1[CH2:11][O:12][C:13]1[CH:14]=[CH:15][C:16]([CH2:19][CH2:20][N:21]2[CH2:26][CH2:25][C:24](=[C:27]3[C:33]4[CH:34]=[CH:35][CH:36]=[CH:37][C:32]=4[CH2:31][CH2:30][N:29]4[C:38]([CH2:41][C:51]([O:52][CH3:53])=[O:47])=[CH:39][N:40]=[C:28]34)[CH2:23][CH2:22]2)=[CH:17][CH:18]=1. (4) Given the reactants [Br:1][C:2]1[CH:3]=[C:4]2[C:8](=[C:9]([CH:11]=O)[CH:10]=1)[N:7]([CH3:13])[CH:6]([CH3:14])[CH2:5]2.Cl.NO.[N:18]1C=CC=CC=1.C(OC(=O)C)(=O)C, predict the reaction product. The product is: [Br:1][C:2]1[CH:3]=[C:4]2[C:8](=[C:9]([C:11]#[N:18])[CH:10]=1)[N:7]([CH3:13])[CH:6]([CH3:14])[CH2:5]2. (5) Given the reactants [N:1]1[CH:6]=[CH:5][CH:4]=[CH:3][C:2]=1[O:7][CH2:8][C:9]1[CH:27]=[CH:26][C:12]([CH2:13][C:14]2[CH:18]=[C:17]([C:19]3[C:20]([NH2:25])=[N:21][CH:22]=[CH:23][CH:24]=3)[O:16][N:15]=2)=[CH:11][CH:10]=1.[C:28]([OH:35])(=[O:34])/[CH:29]=[CH:30]\[C:31]([OH:33])=[O:32], predict the reaction product. The product is: [C:28]([OH:35])(=[O:34])/[CH:29]=[CH:30]\[C:31]([OH:33])=[O:32].[N:1]1[CH:6]=[CH:5][CH:4]=[CH:3][C:2]=1[O:7][CH2:8][C:9]1[CH:27]=[CH:26][C:12]([CH2:13][C:14]2[CH:18]=[C:17]([C:19]3[C:20]([NH2:25])=[N:21][CH:22]=[CH:23][CH:24]=3)[O:16][N:15]=2)=[CH:11][CH:10]=1.